From a dataset of NCI-60 drug combinations with 297,098 pairs across 59 cell lines. Regression. Given two drug SMILES strings and cell line genomic features, predict the synergy score measuring deviation from expected non-interaction effect. (1) Drug 1: COC1=CC(=CC(=C1O)OC)C2C3C(COC3=O)C(C4=CC5=C(C=C24)OCO5)OC6C(C(C7C(O6)COC(O7)C8=CC=CS8)O)O. Drug 2: C1CN(CCN1C(=O)CCBr)C(=O)CCBr. Cell line: MOLT-4. Synergy scores: CSS=92.8, Synergy_ZIP=4.89, Synergy_Bliss=4.26, Synergy_Loewe=4.03, Synergy_HSA=7.42. (2) Drug 1: C1=NC2=C(N1)C(=S)N=C(N2)N. Drug 2: CCC1=C2CN3C(=CC4=C(C3=O)COC(=O)C4(CC)O)C2=NC5=C1C=C(C=C5)O. Cell line: HCT116. Synergy scores: CSS=49.3, Synergy_ZIP=-6.44, Synergy_Bliss=-7.74, Synergy_Loewe=-4.06, Synergy_HSA=-0.891. (3) Drug 1: C1CC(=O)NC(=O)C1N2CC3=C(C2=O)C=CC=C3N. Drug 2: CC1=C2C(C(=O)C3(C(CC4C(C3C(C(C2(C)C)(CC1OC(=O)C(C(C5=CC=CC=C5)NC(=O)C6=CC=CC=C6)O)O)OC(=O)C7=CC=CC=C7)(CO4)OC(=O)C)O)C)OC(=O)C. Cell line: T-47D. Synergy scores: CSS=16.7, Synergy_ZIP=-3.73, Synergy_Bliss=5.63, Synergy_Loewe=-4.58, Synergy_HSA=3.24. (4) Drug 2: CCC(=C(C1=CC=CC=C1)C2=CC=C(C=C2)OCCN(C)C)C3=CC=CC=C3.C(C(=O)O)C(CC(=O)O)(C(=O)O)O. Drug 1: CC1=CC=C(C=C1)C2=CC(=NN2C3=CC=C(C=C3)S(=O)(=O)N)C(F)(F)F. Synergy scores: CSS=16.4, Synergy_ZIP=2.46, Synergy_Bliss=-0.161, Synergy_Loewe=2.07, Synergy_HSA=1.68. Cell line: T-47D. (5) Drug 1: CC1=CC2C(CCC3(C2CCC3(C(=O)C)OC(=O)C)C)C4(C1=CC(=O)CC4)C. Drug 2: C1CN(CCN1C(=O)CCBr)C(=O)CCBr. Cell line: KM12. Synergy scores: CSS=15.7, Synergy_ZIP=-6.18, Synergy_Bliss=-9.13, Synergy_Loewe=-11.4, Synergy_HSA=-5.95.